Dataset: Reaction yield outcomes from USPTO patents with 853,638 reactions. Task: Predict the reaction yield, written as a fraction of the theoretical maximum amount of product (1.0 means a 100% yield; for example, 0.34 means a 34% yield). (1) The reactants are FC(F)(F)C(O)=O.[Cl:8][C:9]1[C:10]([F:39])=[C:11]([CH:15]2[C:19]([C:22]3[CH:27]=[CH:26][C:25]([Cl:28])=[CH:24][C:23]=3[O:29][CH3:30])([C:20]#[N:21])[CH:18]([CH2:31][C:32]([CH3:35])([CH3:34])[CH3:33])[NH:17][CH:16]2[C:36]([OH:38])=O)[CH:12]=[CH:13][CH:14]=1.CC1(C)[O:45][C@@H:44]([CH2:46][CH2:47][NH2:48])[CH2:43][O:42]1.CN(C(ON1N=NC2C=CC=NC1=2)=[N+](C)C)C.F[P-](F)(F)(F)(F)F.CCN(C(C)C)C(C)C.Cl. The catalyst is C(Cl)Cl.O1CCCC1. The product is [OH:45][C@H:44]([CH2:43][OH:42])[CH2:46][CH2:47][NH:48][C:36]([CH:16]1[CH:15]([C:11]2[CH:12]=[CH:13][CH:14]=[C:9]([Cl:8])[C:10]=2[F:39])[C:19]([C:22]2[CH:27]=[CH:26][C:25]([Cl:28])=[CH:24][C:23]=2[O:29][CH3:30])([C:20]#[N:21])[CH:18]([CH2:31][C:32]([CH3:34])([CH3:33])[CH3:35])[NH:17]1)=[O:38]. The yield is 0.610. (2) The reactants are C(OC([N:8]1[CH2:13][CH2:12][CH:11]([CH2:14][NH:15][C:16]2[CH:24]=[C:23]3[C:19]([CH:20]=[N:21][N:22]3[S:25]([C:28]3[C:37]4[C:32](=[CH:33][CH:34]=[CH:35][CH:36]=4)[CH:31]=[CH:30][CH:29]=3)(=[O:27])=[O:26])=[CH:18][CH:17]=2)[CH2:10][CH2:9]1)=O)(C)(C)C.[ClH:38]. The catalyst is O1CCOCC1.C(OCC)C. The product is [ClH:38].[ClH:38].[C:28]1([S:25]([N:22]2[C:23]3[C:19](=[CH:18][CH:17]=[C:16]([NH:15][CH2:14][CH:11]4[CH2:12][CH2:13][NH:8][CH2:9][CH2:10]4)[CH:24]=3)[CH:20]=[N:21]2)(=[O:26])=[O:27])[C:37]2[C:32](=[CH:33][CH:34]=[CH:35][CH:36]=2)[CH:31]=[CH:30][CH:29]=1. The yield is 0.540. (3) The reactants are [OH:1][N:2]1[C:7]([CH3:9])([CH3:8])[CH2:6][CH:5]([O:10][C:11](=[O:18])[C:12]2[CH:17]=[CH:16][CH:15]=[CH:14][CH:13]=2)[CH2:4][C:3]1([CH3:20])[CH3:19].N(OC(C)(C)C)=O.N[C:29]1[CH:34]=[CH:33][CH:32]=[CH:31][CH:30]=1. The catalyst is [Cu](F)F.N1C=CC=CC=1. The product is [O:1]([N:2]1[C:7]([CH3:9])([CH3:8])[CH2:6][CH:5]([O:10][C:11](=[O:18])[C:12]2[CH:17]=[CH:16][CH:15]=[CH:14][CH:13]=2)[CH2:4][C:3]1([CH3:20])[CH3:19])[C:29]1[CH:34]=[CH:33][CH:32]=[CH:31][CH:30]=1. The yield is 0.553. (4) The reactants are Cl[C:2]1[C:7]([N+:8]([O-:10])=[O:9])=[CH:6][N:5]=[C:4]2[CH:11]=[CH:12][S:13][C:3]=12.[C:14]([O:17][CH2:18][CH:19]1[CH:24]=[CH:23][C@H:22]([NH2:25])[CH2:21][O:20]1)(=[O:16])[CH3:15].C(N(CC)C(C)C)(C)C. The catalyst is C(O)(C)C. The product is [C:14]([O:17][CH2:18][CH:19]1[CH:24]=[CH:23][C@H:22]([NH:25][C:2]2[C:7]([N+:8]([O-:10])=[O:9])=[CH:6][N:5]=[C:4]3[CH:11]=[CH:12][S:13][C:3]=23)[CH2:21][O:20]1)(=[O:16])[CH3:15]. The yield is 0.830. (5) The reactants are Cl.[OH:2][C:3]1([CH3:9])[CH2:8][CH2:7][NH:6][CH2:5][CH2:4]1.C(N(CC)CC)C.[CH3:17][NH:18][C:19]([N:21]1[C:29]2[C:24](=[CH:25][C:26]([O:30][C:31]3[CH:36]=[CH:35][N:34]=[C:33]([NH:37][C:38]([NH:40][CH2:41][C:42](O)=[O:43])=[O:39])[CH:32]=3)=[CH:27][CH:28]=2)[CH:23]=[CH:22]1)=[O:20].O. The catalyst is CN(C)C=O.C(OCC)(=O)C.O1CCCC1. The product is [CH3:17][NH:18][C:19]([N:21]1[C:29]2[C:24](=[CH:25][C:26]([O:30][C:31]3[CH:36]=[CH:35][N:34]=[C:33]([NH:37][C:38]([NH:40][CH2:41][C:42]([N:6]4[CH2:7][CH2:8][C:3]([OH:2])([CH3:9])[CH2:4][CH2:5]4)=[O:43])=[O:39])[CH:32]=3)=[CH:27][CH:28]=2)[CH:23]=[CH:22]1)=[O:20]. The yield is 0.754. (6) The reactants are [C:1]1([CH2:7][C@@H:8]([NH2:11])[CH2:9][NH2:10])[CH:6]=[CH:5][CH:4]=[CH:3][CH:2]=1.[C:12](O)(=O)C.C(N)=N. The catalyst is C(O)C. The product is [CH2:7]([C@@H:8]1[CH2:9][NH:10][CH:12]=[N:11]1)[C:1]1[CH:6]=[CH:5][CH:4]=[CH:3][CH:2]=1. The yield is 0.920.